This data is from Forward reaction prediction with 1.9M reactions from USPTO patents (1976-2016). The task is: Predict the product of the given reaction. (1) The product is: [CH:18]1([CH3:19])[CH2:4][CH2:5][CH:15]([CH:14]([CH3:13])[CH3:8])[CH:16]([OH:26])[CH2:17]1. Given the reactants C[C@@H]1[C@:19](O)(C(CO)=O)[C@:18]2(C)[C@H:4]([C@H:5]3[C@:15](Cl)([C@@H:16]([OH:26])[CH2:17]2)[C@:14]2(C)[C:8](=CC(C=[CH:13]2)=O)CC3)C1.O.OC1O[C@H](CO)[C@@H](O[C@@H]2O[C@H](CO)[C@H](O)[C@H](O)[C@H]2O)[C@H](O)[C@H]1O, predict the reaction product. (2) Given the reactants [NH:1]1[CH2:4][CH:3]([C:5]([OH:7])=[O:6])[CH2:2]1.C([O-])(O)=O.[Na+].[CH2:13]([O:20][C:21](Cl)=[O:22])[C:14]1[CH:19]=[CH:18][CH:17]=[CH:16][CH:15]=1, predict the reaction product. The product is: [CH2:13]([O:20][C:21]([N:1]1[CH2:4][CH:3]([C:5]([OH:7])=[O:6])[CH2:2]1)=[O:22])[C:14]1[CH:19]=[CH:18][CH:17]=[CH:16][CH:15]=1. (3) Given the reactants [CH3:1][N:2]1[C:10]2[C:5](=[C:6]([CH3:20])[C:7](B3OC(C)(C)C(C)(C)O3)=[CH:8][CH:9]=2)[CH2:4][C:3]1=[O:21].[Br:22][C:23]1[CH:24]=[N:25][CH:26]=[C:27](Br)[CH:28]=1.COCCOC.C(=O)([O-])[O-].[Na+].[Na+], predict the reaction product. The product is: [Br:22][C:23]1[CH:28]=[C:27]([C:7]2[C:6]([CH3:20])=[C:5]3[C:10](=[CH:9][CH:8]=2)[N:2]([CH3:1])[C:3](=[O:21])[CH2:4]3)[CH:26]=[N:25][CH:24]=1. (4) Given the reactants C1C(=O)N([Cl:8])C(=O)C1.[NH2:9][C:10]1[CH:20]=[CH:19][C:13]([C:14]([N:16]([CH3:18])[CH3:17])=[O:15])=[CH:12][C:11]=1[Cl:21], predict the reaction product. The product is: [NH2:9][C:10]1[C:11]([Cl:21])=[CH:12][C:13]([C:14]([N:16]([CH3:18])[CH3:17])=[O:15])=[CH:19][C:20]=1[Cl:8]. (5) Given the reactants [ClH:1].Cl.[CH:3]([N:6]1[CH2:11][CH2:10][CH:9]([O:12][CH:13]2[CH2:18][CH2:17][NH:16][CH2:15][CH2:14]2)[CH2:8][CH2:7]1)([CH3:5])[CH3:4].F[C:20]1[CH:27]=[CH:26][C:23]([C:24]#[N:25])=[CH:22][CH:21]=1.C(=O)([O-])[O-].[K+].[K+], predict the reaction product. The product is: [ClH:1].[CH3:4][CH:3]([N:6]1[CH2:11][CH2:10][CH:9]([O:12][CH:13]2[CH2:18][CH2:17][N:16]([C:20]3[CH:27]=[CH:26][C:23]([C:24]#[N:25])=[CH:22][CH:21]=3)[CH2:15][CH2:14]2)[CH2:8][CH2:7]1)[CH3:5]. (6) Given the reactants [F:1][C:2]([F:12])([F:11])[O:3][C:4]1[CH:5]=[C:6](Br)[CH:7]=[CH:8][CH:9]=1.[O:13]=[C:14]1[CH2:17][C:16]2([CH2:22][CH2:21][N:20]([C:23]([O:25][C:26]([CH3:29])([CH3:28])[CH3:27])=[O:24])[CH2:19][CH2:18]2)[CH2:15]1, predict the reaction product. The product is: [OH:13][C:14]1([C:6]2[CH:7]=[CH:8][CH:9]=[C:4]([O:3][C:2]([F:12])([F:11])[F:1])[CH:5]=2)[CH2:17][C:16]2([CH2:22][CH2:21][N:20]([C:23]([O:25][C:26]([CH3:29])([CH3:28])[CH3:27])=[O:24])[CH2:19][CH2:18]2)[CH2:15]1. (7) Given the reactants [N:1]1([C:6]2[CH:11]=[CH:10][C:9]([CH:12]3[CH2:17][CH2:16][NH:15][CH2:14][CH2:13]3)=[CH:8][CH:7]=2)[CH:5]=[CH:4][N:3]=[CH:2]1.[NH2:18][C:19]1[CH:20]=[C:21]([CH:25]=[CH:26][C:27]=1[CH3:28])[C:22](O)=[O:23].C(N(CC)C(C)C)(C)C, predict the reaction product. The product is: [NH2:18][C:19]1[CH:20]=[C:21]([C:22]([N:15]2[CH2:16][CH2:17][CH:12]([C:9]3[CH:8]=[CH:7][C:6]([N:1]4[CH:5]=[CH:4][N:3]=[CH:2]4)=[CH:11][CH:10]=3)[CH2:13][CH2:14]2)=[O:23])[CH:25]=[CH:26][C:27]=1[CH3:28]. (8) The product is: [OH:34][CH2:33][CH2:32][N:26]1[CH2:31][CH2:30][N:29]([C:22]([C:19]2[CH:20]=[CH:21][C:9]3[C:8](=[O:25])[C:7]4[C:6]5[C:14](=[CH:15][C:3]([C:1]#[N:2])=[CH:4][CH:5]=5)[NH:13][C:12]=4[C:11]([CH3:17])([CH3:16])[C:10]=3[CH:18]=2)=[O:24])[CH2:28][CH2:27]1. Given the reactants [C:1]([C:3]1[CH:15]=[C:14]2[C:6]([C:7]3[C:8](=[O:25])[C:9]4[CH:21]=[CH:20][C:19]([C:22]([OH:24])=O)=[CH:18][C:10]=4[C:11]([CH3:17])([CH3:16])[C:12]=3[NH:13]2)=[CH:5][CH:4]=1)#[N:2].[N:26]1([CH2:32][CH2:33][OH:34])[CH2:31][CH2:30][NH:29][CH2:28][CH2:27]1, predict the reaction product.